This data is from Catalyst prediction with 721,799 reactions and 888 catalyst types from USPTO. The task is: Predict which catalyst facilitates the given reaction. Reactant: [Br:1][C:2]1[CH:3]=[C:4]([O:11][CH3:12])[C:5]2[N:6]([N:8]=[CH:9][CH:10]=2)[CH:7]=1.[I:13]N1C(=O)CCC1=O. Product: [Br:1][C:2]1[CH:3]=[C:4]([O:11][CH3:12])[C:5]2[N:6]([N:8]=[CH:9][C:10]=2[I:13])[CH:7]=1. The catalyst class is: 115.